Dataset: Reaction yield outcomes from USPTO patents with 853,638 reactions. Task: Predict the reaction yield, written as a fraction of the theoretical maximum amount of product (1.0 means a 100% yield; for example, 0.34 means a 34% yield). (1) The reactants are [Cl:1][C:2]1[S:6][C:5]([S:7]([NH:10][C:11]([NH:13][C:14]2([CH3:17])[CH2:16][CH2:15]2)=[NH:12])(=[O:9])=[O:8])=[C:4](B(O)O)[CH:3]=1.N1C=CC=CC=1. The catalyst is CN1CCCC1=O.C([O-])(=O)C.[Cu+2].C([O-])(=O)C. The product is [Cl:1][C:2]1[S:6][C:5]2[S:7](=[O:9])(=[O:8])[N:10]=[C:11]([NH:13][C:14]3([CH3:17])[CH2:16][CH2:15]3)[NH:12][C:4]=2[CH:3]=1. The yield is 0.400. (2) The reactants are [CH2:1]([N:3]1[CH:7]=[C:6]([C:8]2[CH:13]=[CH:12][N:11]=[C:10]3[NH:14][CH:15]=[CH:16][C:9]=23)[C:5]([C:17]2[CH:23]=[CH:22][C:20]([NH2:21])=[CH:19][CH:18]=2)=[N:4]1)[CH3:2].Cl[C:25]([O:27][CH3:28])=[O:26]. The catalyst is N1C=CC=CC=1. The product is [CH2:1]([N:3]1[CH:7]=[C:6]([C:8]2[CH:13]=[CH:12][N:11]=[C:10]3[NH:14][CH:15]=[CH:16][C:9]=23)[C:5]([C:17]2[CH:23]=[CH:22][C:20]([NH:21][C:25](=[O:26])[O:27][CH3:28])=[CH:19][CH:18]=2)=[N:4]1)[CH3:2]. The yield is 0.400.